From a dataset of Forward reaction prediction with 1.9M reactions from USPTO patents (1976-2016). Predict the product of the given reaction. The product is: [F:1][C:2]1[CH:22]=[C:21]([F:23])[CH:20]=[CH:19][C:3]=1[CH2:4][N:5]1[C:9]2=[CH:10][N:11]=[C:12]([C:14]([OH:16])=[O:15])[CH:13]=[C:8]2[CH:7]=[CH:6]1. Given the reactants [F:1][C:2]1[CH:22]=[C:21]([F:23])[CH:20]=[CH:19][C:3]=1[CH2:4][N:5]1[C:9]2=[CH:10][N:11]=[C:12]([C:14]([O:16]CC)=[O:15])[CH:13]=[C:8]2[CH:7]=[CH:6]1.[OH-].[Na+].C(O)(=O)CC(CC(O)=O)(C(O)=O)O, predict the reaction product.